Dataset: Reaction yield outcomes from USPTO patents with 853,638 reactions. Task: Predict the reaction yield, written as a fraction of the theoretical maximum amount of product (1.0 means a 100% yield; for example, 0.34 means a 34% yield). (1) The product is [N:10]1[N:9]2[CH:14]=[C:6]([CH:4]=[O:3])[N:7]=[C:8]2[N:13]=[CH:12][CH:11]=1. The yield is 0.120. The reactants are C([O:3][C:4]([C:6]1[N:7]=[C:8]2[N:13]=[CH:12][CH:11]=[N:10][N:9]2[CH:14]=1)=O)C.[H-].C([Al+]CC(C)C)C(C)C. The catalyst is C(Cl)Cl. (2) The reactants are Br[C:2]1[CH:7]=[CH:6][N:5]=[C:4]([CH2:8][O:9][Si:10]([C:13]([CH3:16])([CH3:15])[CH3:14])([CH3:12])[CH3:11])[CH:3]=1.[CH3:17][N:18]1C(=O)CCC1. The catalyst is [C-]#N.[Zn+2].[C-]#N.C1C=CC([P]([Pd]([P](C2C=CC=CC=2)(C2C=CC=CC=2)C2C=CC=CC=2)([P](C2C=CC=CC=2)(C2C=CC=CC=2)C2C=CC=CC=2)[P](C2C=CC=CC=2)(C2C=CC=CC=2)C2C=CC=CC=2)(C2C=CC=CC=2)C2C=CC=CC=2)=CC=1. The product is [Si:10]([O:9][CH2:8][C:4]1[CH:3]=[C:2]([CH:7]=[CH:6][N:5]=1)[C:17]#[N:18])([C:13]([CH3:16])([CH3:15])[CH3:14])([CH3:12])[CH3:11]. The yield is 0.260. (3) The reactants are [C:1]([O:5][C:6]([C:8]1([C:16](OS(C(F)(F)F)(=O)=O)=[CH2:17])[CH2:13][O:12][C:11]([CH3:15])([CH3:14])[O:10][CH2:9]1)=[O:7])([CH3:4])([CH3:3])[CH3:2].C(N(CCCC)CCCC)CCC.C(O)=O.C(OCC)(=O)C. The catalyst is CN(C)C=O.Cl[Pd](Cl)([P](C1C=CC=CC=1)(C1C=CC=CC=1)C1C=CC=CC=1)[P](C1C=CC=CC=1)(C1C=CC=CC=1)C1C=CC=CC=1.O. The product is [C:1]([O:5][C:6]([C:8]1([CH:16]=[CH2:17])[CH2:13][O:12][C:11]([CH3:15])([CH3:14])[O:10][CH2:9]1)=[O:7])([CH3:4])([CH3:3])[CH3:2]. The yield is 0.450. (4) The reactants are Br[C:2]1[CH:3]=[CH:4][C:5]2[O:11][CH2:10][CH2:9][N:8]([C:12]([O:14][C:15]([CH3:18])([CH3:17])[CH3:16])=[O:13])[CH2:7][C:6]=2[CH:19]=1.[B:20](OC(C)C)([O:25]C(C)C)[O:21]C(C)C.C([Li])CCC. The catalyst is C1COCC1. The product is [CH3:16][C:15]([O:14][C:12]([N:8]1[CH2:7][C:6]2[CH:19]=[C:2]([B:20]([OH:25])[OH:21])[CH:3]=[CH:4][C:5]=2[O:11][CH2:10][CH2:9]1)=[O:13])([CH3:18])[CH3:17]. The yield is 0.870. (5) The reactants are [CH3:1][S:2]([NH2:5])(=[O:4])=[O:3].[Br:6][C:7]1[CH:8]=[C:9]2[C:14](=[CH:15][CH:16]=1)[CH:13]=[C:12]([C:17]([OH:19])=O)[CH:11]=[CH:10]2.Cl.C[N:22](C)[CH2:23][CH2:24]CN=C=NCC.O.ON1[C:38]2[CH:39]=[CH:40][CH:41]=[CH:42][C:37]=2N=N1.[CH:43](N(CC)C(C)C)(C)C.C([O-])(O)=O.[Na+]. The catalyst is CN(C=O)C.CN(C)C1C=CN=CC=1. The product is [CH3:1][S:2]([NH:5][C:37]1[CH:42]=[CH:41][C:40]([C@H:23]([NH:22][C:17]([C:12]2[CH:11]=[CH:10][C:9]3[C:14](=[CH:15][CH:16]=[C:7]([Br:6])[CH:8]=3)[CH:13]=2)=[O:19])[CH3:24])=[CH:39][C:38]=1[CH3:43])(=[O:4])=[O:3]. The yield is 0.300.